From a dataset of Reaction yield outcomes from USPTO patents with 853,638 reactions. Predict the reaction yield, written as a fraction of the theoretical maximum amount of product (1.0 means a 100% yield; for example, 0.34 means a 34% yield). (1) The reactants are [CH2:1]([C:3]1([CH2:17][CH3:18])[C:8]2[CH:9]=[C:10]([B:13]([OH:15])[OH:14])[CH:11]=[CH:12][C:7]=2[NH:6][C:5](=[O:16])[O:4]1)[CH3:2].[H-].[Na+].[CH3:21]I. The catalyst is C1COCC1. The product is [CH2:17]([C:3]1([CH2:1][CH3:2])[C:8]2[CH:9]=[C:10]([B:13]([OH:14])[OH:15])[CH:11]=[CH:12][C:7]=2[N:6]([CH3:21])[C:5](=[O:16])[O:4]1)[CH3:18]. The yield is 0.770. (2) The reactants are [NH:1]1[C:9]2[CH:8]=[CH:7][CH:6]=[C:5]([CH:10]=O)[C:4]=2[CH:3]=[CH:2]1.C(OP([CH2:20][C:21]([O:23][CH3:24])=[O:22])(OCC)=O)C.C(=O)([O-])[O-].[K+].[K+]. The catalyst is C1COCC1. The product is [NH:1]1[C:9]2[C:4](=[C:5]([CH:10]=[CH:20][C:21]([O:23][CH3:24])=[O:22])[CH:6]=[CH:7][CH:8]=2)[CH:3]=[CH:2]1. The yield is 0.760. (3) The reactants are [O:1]=[C:2]1[C:6]2([CH2:11][CH2:10][N:9]([C:12]([O:14][CH2:15][C:16]3[CH:21]=[CH:20][CH:19]=[CH:18][CH:17]=3)=[O:13])[CH2:8][CH2:7]2)[N:5]([C:22]2[CH:27]=[CH:26][CH:25]=[CH:24][CH:23]=2)[CH2:4][NH:3]1.F[C:29]1[CH:38]=[CH:37][C:32]([C:33]([O:35][CH3:36])=[O:34])=[CH:31][CH:30]=1.C(=O)([O-])[O-].[K+].[K+]. The catalyst is CS(C)=O.C(OCC)(=O)C. The product is [CH3:36][O:35][C:33]([C:32]1[CH:37]=[CH:38][C:29]([N:3]2[C:2](=[O:1])[C:6]3([CH2:7][CH2:8][N:9]([C:12]([O:14][CH2:15][C:16]4[CH:17]=[CH:18][CH:19]=[CH:20][CH:21]=4)=[O:13])[CH2:10][CH2:11]3)[N:5]([C:22]3[CH:27]=[CH:26][CH:25]=[CH:24][CH:23]=3)[CH2:4]2)=[CH:30][CH:31]=1)=[O:34]. The yield is 0.210. (4) The reactants are [CH3:1][C:2]1[C:6]([CH2:7][N:8]2[CH:12]=[C:11]([N:13]3[C:17](=[O:18])[CH2:16][NH:15][C:14]3=[O:19])[CH:10]=[N:9]2)=[C:5]([CH3:20])[O:4][N:3]=1.Br[CH2:22][C:23]1[CH:28]=[CH:27][CH:26]=[CH:25][C:24]=1[O:29][CH3:30]. No catalyst specified. The product is [CH3:1][C:2]1[C:6]([CH2:7][N:8]2[CH:12]=[C:11]([N:13]3[C:17](=[O:18])[CH2:16][N:15]([CH2:22][C:23]4[CH:28]=[CH:27][CH:26]=[CH:25][C:24]=4[O:29][CH3:30])[C:14]3=[O:19])[CH:10]=[N:9]2)=[C:5]([CH3:20])[O:4][N:3]=1. The yield is 0.330. (5) The product is [CH3:10][N:11]([CH3:29])[C:12]1[CH:13]=[CH:14][C:15]([C:16]([N:18]2[CH:23]3[CH2:24][CH2:25][CH:19]2[CH2:20][CH:21]([O:4][C:3](=[O:9])[C:5]([F:8])([F:7])[F:6])[CH2:22]3)=[O:17])=[CH:27][CH:28]=1. The reactants are [BH4-].[Na+].[C:3]([OH:9])([C:5]([F:8])([F:7])[F:6])=[O:4].[CH3:10][N:11]([CH3:29])[C:12]1[CH:28]=[CH:27][C:15]([C:16]([N:18]2[CH:23]3[CH2:24][CH2:25][CH:19]2[CH2:20][C:21](=O)[CH2:22]3)=[O:17])=[CH:14][CH:13]=1. The yield is 0.0900. The catalyst is C(Cl)Cl. (6) The reactants are [C:1]([N:20]1[CH:24]=[C:23]([CH:25]([OH:28])[CH2:26][CH3:27])[N:22]=[CH:21]1)([C:14]1[CH:19]=[CH:18][CH:17]=[CH:16][CH:15]=1)([C:8]1[CH:13]=[CH:12][CH:11]=[CH:10][CH:9]=1)[C:2]1[CH:7]=[CH:6][CH:5]=[CH:4][CH:3]=1. The catalyst is O1CCOCC1.O=[Mn]=O. The product is [C:1]([N:20]1[CH:24]=[C:23]([C:25](=[O:28])[CH2:26][CH3:27])[N:22]=[CH:21]1)([C:14]1[CH:15]=[CH:16][CH:17]=[CH:18][CH:19]=1)([C:8]1[CH:9]=[CH:10][CH:11]=[CH:12][CH:13]=1)[C:2]1[CH:7]=[CH:6][CH:5]=[CH:4][CH:3]=1. The yield is 0.800. (7) The yield is 0.320. The product is [F:1][C:2]1[C:14]([NH:15][CH2:16][C:17]2[CH:22]=[C:21]([CH3:23])[CH:20]=[C:19]([C:24]3[CH:29]=[CH:28][CH:27]=[C:26]([F:30])[CH:25]=3)[C:18]=2[F:31])=[C:13]([F:32])[CH:12]=[CH:11][C:3]=1[O:4][CH2:5][C:6]([OH:8])=[O:7]. The reactants are [F:1][C:2]1[C:14]([NH:15][CH2:16][C:17]2[CH:22]=[C:21]([CH3:23])[CH:20]=[C:19]([C:24]3[CH:29]=[CH:28][CH:27]=[C:26]([F:30])[CH:25]=3)[C:18]=2[F:31])=[C:13]([F:32])[CH:12]=[CH:11][C:3]=1[O:4][CH2:5][C:6]([O:8]CC)=[O:7].O[Li].O. The catalyst is C1COCC1.O. (8) The reactants are [NH:1]1[C:5]([NH:6][C:7]([NH:9][C:10](=[O:14])OCC)=[S:8])=[CH:4][CH:3]=[N:2]1.[OH-].[Na+].OS(O)(=O)=O. No catalyst specified. The product is [S:8]=[C:7]1[NH:9][C:10](=[O:14])[N:1]2[N:2]=[CH:3][CH:4]=[C:5]2[NH:6]1. The yield is 0.820. (9) The reactants are [F:1][C:2]1[C:7]([F:8])=[CH:6][CH:5]=[CH:4][C:3]=1B(O)O.[OH:12]O. The catalyst is ClCCl. The product is [F:1][C:2]1[C:7]([F:8])=[CH:6][CH:5]=[CH:4][C:3]=1[OH:12]. The yield is 0.930. (10) The reactants are Br[CH2:2][C:3]1[CH:8]=[CH:7][C:6]([C:9]([OH:18])([C:14]([F:17])([F:16])[F:15])[C:10]([F:13])([F:12])[F:11])=[CH:5][CH:4]=1.[CH2:19]1[C:27]2[C:22](=[CH:23][C:24]([S:28]([O-:30])=[O:29])=[CH:25][CH:26]=2)[CH2:21][CH2:20]1.[Na+].O. The catalyst is CN(C=O)C. The product is [CH2:19]1[C:27]2[C:22](=[CH:23][C:24]([S:28]([CH2:2][C:3]3[CH:8]=[CH:7][C:6]([C:9]([OH:18])([C:14]([F:17])([F:16])[F:15])[C:10]([F:13])([F:12])[F:11])=[CH:5][CH:4]=3)(=[O:30])=[O:29])=[CH:25][CH:26]=2)[CH2:21][CH2:20]1. The yield is 0.466.